Predict the reactants needed to synthesize the given product. From a dataset of Full USPTO retrosynthesis dataset with 1.9M reactions from patents (1976-2016). (1) Given the product [Cl:16][C:17]1[C:18]([O:27][CH3:28])=[CH:19][C:20]([S:9]([Cl:12])(=[O:11])=[O:10])=[C:21]([F:23])[CH:22]=1, predict the reactants needed to synthesize it. The reactants are: C(C1C=CC([S:9]([Cl:12])(=[O:11])=[O:10])=CC=1OCC)#N.[Cl:16][C:17]1[CH:22]=[C:21]([F:23])[C:20]([N+]([O-])=O)=[CH:19][C:18]=1[O:27][CH3:28]. (2) Given the product [CH2:19]([N:26]1[CH:31]=[CH:30][CH:29]=[C:28]([C:32]([NH:2][C@@H:3]([CH2:8][CH2:9][CH2:10][NH:11][C:12]([O:14][C:15]([CH3:18])([CH3:17])[CH3:16])=[O:13])[C:4]([O:6][CH3:7])=[O:5])=[O:33])[C:27]1=[O:35])[C:20]1[CH:21]=[CH:22][CH:23]=[CH:24][CH:25]=1, predict the reactants needed to synthesize it. The reactants are: Cl.[NH2:2][C@@H:3]([CH2:8][CH2:9][CH2:10][NH:11][C:12]([O:14][C:15]([CH3:18])([CH3:17])[CH3:16])=[O:13])[C:4]([O:6][CH3:7])=[O:5].[CH2:19]([N:26]1[CH:31]=[CH:30][CH:29]=[C:28]([C:32](O)=[O:33])[C:27]1=[O:35])[C:20]1[CH:25]=[CH:24][CH:23]=[CH:22][CH:21]=1.C(N(C(C)C)CC)(C)C.CN(C(ON1N=NC2C=CC=CC1=2)=[N+](C)C)C.F[P-](F)(F)(F)(F)F. (3) Given the product [Cl:1][C:2]1[C:3]([CH3:12])=[C:4]([S:8]([NH:19][C:20]2[CH:21]=[C:22]3[C:27](=[CH:28][CH:29]=2)[N:26]=[C:25]([CH3:30])[C:24]([CH3:31])=[N:23]3)(=[O:10])=[O:9])[CH:5]=[CH:6][CH:7]=1, predict the reactants needed to synthesize it. The reactants are: [Cl:1][C:2]1[C:3]([CH3:12])=[C:4]([S:8](Cl)(=[O:10])=[O:9])[CH:5]=[CH:6][CH:7]=1.N1C=CC=CC=1.[NH2:19][C:20]1[CH:21]=[C:22]2[C:27](=[CH:28][CH:29]=1)[N:26]=[C:25]([CH3:30])[C:24]([CH3:31])=[N:23]2.C([O-])(O)=O.[Na+]. (4) Given the product [O:31]=[C:30]1[N:21]([CH2:22][C:23]([O:25][CH2:26][CH3:27])=[O:24])[CH2:20][C:14]2([CH2:19][CH2:18][CH2:17][CH2:16][CH2:15]2)[N:13]([C:7]2[CH:12]=[CH:11][CH:10]=[CH:9][CH:8]=2)[CH2:29]1, predict the reactants needed to synthesize it. The reactants are: C(=O)([O-])[O-].[K+].[K+].[C:7]1([NH:13][C:14]2([CH2:20][NH:21][CH2:22][C:23]([O:25][CH2:26][CH3:27])=[O:24])[CH2:19][CH2:18][CH2:17][CH2:16][CH2:15]2)[CH:12]=[CH:11][CH:10]=[CH:9][CH:8]=1.Cl[CH2:29][C:30](Cl)=[O:31].O. (5) Given the product [CH:20]([N:17]1[CH2:18][CH2:19][CH:14]([N:12]([CH2:11][C:9]2[S:10][C:5]3[C:4]([N:23]4[CH2:28][CH2:27][O:26][CH2:25][CH2:24]4)=[N:3][C:2]([C:37]4[CH:38]=[N:39][C:40]([NH2:43])=[N:41][CH:42]=4)=[N:7][C:6]=3[CH:8]=2)[CH3:13])[CH2:15][CH2:16]1)([CH3:22])[CH3:21], predict the reactants needed to synthesize it. The reactants are: Cl[C:2]1[N:3]=[C:4]([N:23]2[CH2:28][CH2:27][O:26][CH2:25][CH2:24]2)[C:5]2[S:10][C:9]([CH2:11][N:12]([CH:14]3[CH2:19][CH2:18][N:17]([CH:20]([CH3:22])[CH3:21])[CH2:16][CH2:15]3)[CH3:13])=[CH:8][C:6]=2[N:7]=1.CC1(C)C(C)(C)OB([C:37]2[CH:38]=[N:39][C:40]([NH2:43])=[N:41][CH:42]=2)O1.C([O-])([O-])=O.[Na+].[Na+].Cl.